Predict the reactants needed to synthesize the given product. From a dataset of Full USPTO retrosynthesis dataset with 1.9M reactions from patents (1976-2016). (1) Given the product [OH:1][C:2]1[CH:11]=[CH:10][CH:9]=[C:8]2[C:3]=1[CH:4]=[CH:5][C:6]([CH2:12][N:14]1[CH2:19][CH2:18][CH:17]([C:20]([O:22][CH2:23][CH3:24])=[O:21])[CH2:16][CH2:15]1)=[CH:7]2, predict the reactants needed to synthesize it. The reactants are: [OH:1][C:2]1[CH:11]=[CH:10][CH:9]=[C:8]2[C:3]=1[CH:4]=[CH:5][C:6]([CH:12]=O)=[CH:7]2.[NH:14]1[CH2:19][CH2:18][CH:17]([C:20]([O:22][CH2:23][CH3:24])=[O:21])[CH2:16][CH2:15]1.CC(O)=O.[BH-](OC(C)=O)(OC(C)=O)OC(C)=O.[Na+]. (2) Given the product [C:31]([O:35][C:36](=[O:48])[CH2:37][O:38][C:39]1[CH:44]=[CH:43][C:42]([Cl:45])=[CH:41][C:40]=1[C:46]#[C:47][C:51]1[CH:52]=[C:53]([S:56]([N:59]2[CH2:64][CH2:63][O:62][CH2:61][CH2:60]2)(=[O:58])=[O:57])[CH:54]=[CH:55][C:50]=1[CH3:49])([CH3:34])([CH3:33])[CH3:32], predict the reactants needed to synthesize it. The reactants are: C(OC(=O)COC1C=CC(Cl)=CC=1C#CC1C=CC=C(S(CCC)(=O)=O)C=1)(C)(C)C.[C:31]([O:35][C:36](=[O:48])[CH2:37][O:38][C:39]1[CH:44]=[CH:43][C:42]([Cl:45])=[CH:41][C:40]=1[C:46]#[CH:47])([CH3:34])([CH3:33])[CH3:32].[CH3:49][C:50]1[CH:55]=[CH:54][C:53]([S:56]([N:59]2[CH2:64][CH2:63][O:62][CH2:61][CH2:60]2)(=[O:58])=[O:57])=[CH:52][C:51]=1Br. (3) Given the product [CH2:7]([O:6][C:4]([C:3]1[N:17]=[C:16]([C:15]2[CH:14]=[N:13][C:12]([O:11][CH3:10])=[CH:26][CH:25]=2)[N:18]([C:19]2[CH:20]=[CH:21][CH:22]=[CH:23][CH:24]=2)[CH:2]=1)=[O:5])[CH3:8], predict the reactants needed to synthesize it. The reactants are: Br[CH2:2][C:3](=O)[C:4]([O:6][CH2:7][CH3:8])=[O:5].[CH3:10][O:11][C:12]1[CH:26]=[CH:25][C:15]([C:16]([NH:18][C:19]2[CH:24]=[CH:23][CH:22]=[CH:21][CH:20]=2)=[NH:17])=[CH:14][N:13]=1. (4) Given the product [C:1]([O:5][C:6]([N:8]([CH2:19][C:20]1[CH:28]=[CH:27][C:23]([C:24]([NH:30][CH:54]([CH3:55])[C:53]([O:52][CH3:51])=[O:57])=[O:25])=[CH:22][CH:21]=1)[C@H:9]1[CH2:14][CH2:13][C@H:12]([C:15]([CH3:18])([CH3:17])[CH3:16])[CH2:11][CH2:10]1)=[O:7])([CH3:4])([CH3:3])[CH3:2], predict the reactants needed to synthesize it. The reactants are: [C:1]([O:5][C:6]([N:8]([CH2:19][C:20]1[CH:28]=[CH:27][C:23]([C:24](O)=[O:25])=[CH:22][CH:21]=1)[C@H:9]1[CH2:14][CH2:13][C@H:12]([C:15]([CH3:18])([CH3:17])[CH3:16])[CH2:11][CH2:10]1)=[O:7])([CH3:4])([CH3:3])[CH3:2].O[N:30]1C2C=CC=CC=2N=N1.Cl.CN(CCCN=C=NCC)C.[CH3:51][O:52][C:53](=[O:57])[CH2:54][CH2:55]N.C(N(C(C)C)CC)(C)C. (5) Given the product [CH3:26][S:27]([O:14][CH2:13][CH2:12][O:11][C:10]1[CH:15]=[CH:16][CH:17]=[CH:18][C:9]=1[O:8][CH2:1][C:2]1[CH:3]=[CH:4][CH:5]=[CH:6][CH:7]=1)(=[O:29])=[O:28], predict the reactants needed to synthesize it. The reactants are: [CH2:1]([O:8][C:9]1[CH:18]=[CH:17][CH:16]=[CH:15][C:10]=1[O:11][CH2:12][CH2:13][OH:14])[C:2]1[CH:7]=[CH:6][CH:5]=[CH:4][CH:3]=1.C(N(CC)CC)C.[CH3:26][S:27](Cl)(=[O:29])=[O:28].[Cl-].[NH4+]. (6) Given the product [NH2:12][C:13]1[N:17]([CH2:18][C:19]2[CH:24]=[C:23]([C:25]([F:26])([F:28])[F:27])[CH:22]=[C:21]([C:29]([F:30])([F:31])[F:32])[CH:20]=2)[N:16]=[N:15][C:14]=1[C:33]([N:44]1[CH2:45][CH2:46][CH2:47][C@@H:43]1[C:38]1[CH:39]=[CH:40][CH:41]=[CH:42][C:37]=1[Cl:36])=[O:35], predict the reactants needed to synthesize it. The reactants are: CCN=C=NCCCN(C)C.[NH2:12][C:13]1[N:17]([CH2:18][C:19]2[CH:24]=[C:23]([C:25]([F:28])([F:27])[F:26])[CH:22]=[C:21]([C:29]([F:32])([F:31])[F:30])[CH:20]=2)[N:16]=[N:15][C:14]=1[C:33]([OH:35])=O.[Cl:36][C:37]1[CH:42]=[CH:41][CH:40]=[CH:39][C:38]=1[C@H:43]1[CH2:47][CH2:46][CH2:45][NH:44]1.C([O-])(O)=O.[Na+].